This data is from Catalyst prediction with 721,799 reactions and 888 catalyst types from USPTO. The task is: Predict which catalyst facilitates the given reaction. (1) Reactant: [OH:1][C:2]1[CH:3]=[C:4]2[C:9](=[CH:10][CH:11]=1)[C:8]([C:12]([O:14][CH2:15][CH3:16])=[O:13])=[CH:7][CH:6]=[CH:5]2.N1C=CC=CC=1.[S:23](O[S:23]([C:26]([F:29])([F:28])[F:27])(=[O:25])=[O:24])([C:26]([F:29])([F:28])[F:27])(=[O:25])=[O:24]. Product: [F:27][C:26]([F:29])([F:28])[S:23]([O:1][C:2]1[CH:3]=[C:4]2[C:9](=[CH:10][CH:11]=1)[C:8]([C:12]([O:14][CH2:15][CH3:16])=[O:13])=[CH:7][CH:6]=[CH:5]2)(=[O:25])=[O:24]. The catalyst class is: 2. (2) Reactant: C[CH:2]1[C:7](=O)[CH2:6]C[N:4](C(OC(C)(C)C)=O)[CH2:3]1.Cl.[Br:17][C:18]1[CH:23]=[CH:22][C:21](ON)=[C:20]([Cl:26])[CH:19]=1.[C:27]([OH:30])(=O)[CH3:28].[C:39](O[C:39]([O:41][C:42]([CH3:45])([CH3:44])[CH3:43])=[O:40])([O:41][C:42]([CH3:45])([CH3:44])[CH3:43])=[O:40]. Product: [Br:17][C:18]1[C:23]2[O:30][C:27]3[NH:4][CH:3]([C:39]([O:41][C:42]([CH3:43])([CH3:44])[CH3:45])=[O:40])[CH2:2][CH:7]([CH3:6])[C:28]=3[C:22]=2[CH:21]=[C:20]([Cl:26])[CH:19]=1. The catalyst class is: 445. (3) Reactant: [CH3:1][NH:2][CH:3]1[CH2:8][CH2:7][O:6][CH2:5][CH2:4]1.C([O-])([O-])=O.[Cs+].[Cs+].Cl[C:16]1[CH:21]=[C:20]([Cl:22])[N:19]=[C:18]([N:23]2[CH2:28][CH2:27][O:26][CH2:25][CH2:24]2)[N:17]=1. Product: [Cl:22][C:20]1[N:19]=[C:18]([N:23]2[CH2:28][CH2:27][O:26][CH2:25][CH2:24]2)[N:17]=[C:16]([N:2]([CH3:1])[CH:3]2[CH2:8][CH2:7][O:6][CH2:5][CH2:4]2)[CH:21]=1. The catalyst class is: 37. (4) Reactant: Br[C:2]1[CH:3]=[C:4]([N:10]([CH2:15][C:16]2[CH:21]=[CH:20][C:19]([O:22][CH3:23])=[CH:18][CH:17]=2)[C:11](=[O:14])[O:12][CH3:13])[CH:5]=[C:6](Br)[C:7]=1[F:8].C1C=CC(P(C2C=CC3C(=CC=CC=3)C=2C2C3C(=CC=CC=3)C=CC=2P(C2C=CC=CC=2)C2C=CC=CC=2)C2C=CC=CC=2)=CC=1.C(=O)([O-])[O-].[Cs+].[Cs+].[CH3:76][N:77]1[CH2:82][CH2:81][NH:80][CH2:79][CH2:78]1.C(=[NH:96])(C1C=CC=CC=1)C1C=CC=CC=1.Cl. Product: [NH2:96][C:2]1[CH:3]=[C:4]([N:10]([CH2:15][C:16]2[CH:21]=[CH:20][C:19]([O:22][CH3:23])=[CH:18][CH:17]=2)[C:11](=[O:14])[O:12][CH3:13])[CH:5]=[C:6]([N:80]2[CH2:81][CH2:82][N:77]([CH3:76])[CH2:78][CH2:79]2)[C:7]=1[F:8]. The catalyst class is: 102. (5) Reactant: [F:1][C:2]([F:26])([F:25])[C:3]1[CH:4]=[C:5]([CH:9]([NH:17]C(=O)OC(C)(C)C)[CH2:10][NH:11][C:12](=[O:16])[O:13][CH2:14][CH3:15])[CH:6]=[CH:7][CH:8]=1.[ClH:27]. Product: [ClH:27].[NH2:17][CH:9]([C:5]1[CH:6]=[CH:7][CH:8]=[C:3]([C:2]([F:1])([F:25])[F:26])[CH:4]=1)[CH2:10][NH:11][C:12](=[O:16])[O:13][CH2:14][CH3:15]. The catalyst class is: 269. (6) The catalyst class is: 137. Reactant: [C:1]([C:3]1[CH:25]=[CH:24][C:6]([CH2:7][N:8]2[C:12]([CH2:13][CH2:14][N:15](C(C)(C)C)[C:16]([NH2:18])=[O:17])=[CH:11][N:10]=[C:9]2[CH3:23])=[CH:5][C:4]=1[F:26])#[N:2]. Product: [C:1]([C:3]1[CH:25]=[CH:24][C:6]([CH2:7][N:8]2[C:12]([CH2:13][CH2:14][NH:15][C:16]([NH2:18])=[O:17])=[CH:11][N:10]=[C:9]2[CH3:23])=[CH:5][C:4]=1[F:26])#[N:2].